Dataset: Retrosynthesis with 50K atom-mapped reactions and 10 reaction types from USPTO. Task: Predict the reactants needed to synthesize the given product. (1) Given the product Cc1ccc(NC(=O)c2ccoc2)cc1I, predict the reactants needed to synthesize it. The reactants are: Cc1ccc(N)cc1I.O=C(O)c1ccoc1. (2) Given the product NCc1cnc(-c2ccccc2)o1, predict the reactants needed to synthesize it. The reactants are: O=C1c2ccccc2C(=O)N1Cc1cnc(-c2ccccc2)o1. (3) The reactants are: CC(=O)OC(C)=O.CC(C)(C)C(=O)n1ccc2ccc(OC(=O)CCl)cc21. Given the product CC(=O)c1cn(C(=O)C(C)(C)C)c2cc(OC(=O)CCl)ccc12, predict the reactants needed to synthesize it. (4) Given the product CN(C)c1ccc(NC(=O)c2cc3cc([Si](C)(C)C)ccc3n2Cc2cccc(F)c2)cn1, predict the reactants needed to synthesize it. The reactants are: CN(C)c1ccc(N)cn1.C[Si](C)(C)c1ccc2c(c1)cc(C(=O)O)n2Cc1cccc(F)c1. (5) The reactants are: C1COCCN1.O=C(O)c1coc(-c2ccc(OCCCCl)cc2)n1. Given the product O=C(c1coc(-c2ccc(OCCCCl)cc2)n1)N1CCOCC1, predict the reactants needed to synthesize it.